Task: Regression. Given two drug SMILES strings and cell line genomic features, predict the synergy score measuring deviation from expected non-interaction effect.. Dataset: NCI-60 drug combinations with 297,098 pairs across 59 cell lines (1) Drug 1: CC(CN1CC(=O)NC(=O)C1)N2CC(=O)NC(=O)C2. Drug 2: C1=NNC2=C1C(=O)NC=N2. Cell line: OVCAR-8. Synergy scores: CSS=28.8, Synergy_ZIP=-1.55, Synergy_Bliss=4.80, Synergy_Loewe=-8.02, Synergy_HSA=4.84. (2) Drug 1: CC12CCC3C(C1CCC2O)C(CC4=C3C=CC(=C4)O)CCCCCCCCCS(=O)CCCC(C(F)(F)F)(F)F. Drug 2: CCCCCOC(=O)NC1=NC(=O)N(C=C1F)C2C(C(C(O2)C)O)O. Cell line: HCT116. Synergy scores: CSS=-2.86, Synergy_ZIP=3.89, Synergy_Bliss=-0.267, Synergy_Loewe=-4.56, Synergy_HSA=-5.03. (3) Drug 1: CC1=C2C(C(=O)C3(C(CC4C(C3C(C(C2(C)C)(CC1OC(=O)C(C(C5=CC=CC=C5)NC(=O)OC(C)(C)C)O)O)OC(=O)C6=CC=CC=C6)(CO4)OC(=O)C)OC)C)OC. Drug 2: CC1=C(C=C(C=C1)C(=O)NC2=CC(=CC(=C2)C(F)(F)F)N3C=C(N=C3)C)NC4=NC=CC(=N4)C5=CN=CC=C5. Cell line: SN12C. Synergy scores: CSS=29.8, Synergy_ZIP=2.87, Synergy_Bliss=1.61, Synergy_Loewe=-26.3, Synergy_HSA=1.25. (4) Drug 1: C(CCl)NC(=O)N(CCCl)N=O. Drug 2: CC12CCC3C(C1CCC2OP(=O)(O)O)CCC4=C3C=CC(=C4)OC(=O)N(CCCl)CCCl.[Na+]. Cell line: MOLT-4. Synergy scores: CSS=25.5, Synergy_ZIP=-10.7, Synergy_Bliss=-14.5, Synergy_Loewe=-45.6, Synergy_HSA=-14.9. (5) Drug 1: C1=CN(C=N1)CC(O)(P(=O)(O)O)P(=O)(O)O. Drug 2: C1CC(=O)NC(=O)C1N2C(=O)C3=CC=CC=C3C2=O. Cell line: SR. Synergy scores: CSS=7.55, Synergy_ZIP=-2.90, Synergy_Bliss=-2.56, Synergy_Loewe=0.695, Synergy_HSA=-0.406.